This data is from Peptide-MHC class I binding affinity with 185,985 pairs from IEDB/IMGT. The task is: Regression. Given a peptide amino acid sequence and an MHC pseudo amino acid sequence, predict their binding affinity value. This is MHC class I binding data. (1) The peptide sequence is KSCLPACVY. The MHC is HLA-B40:01 with pseudo-sequence HLA-B40:01. The binding affinity (normalized) is 0.0847. (2) The peptide sequence is LAEQFSGEY. The MHC is HLA-A31:01 with pseudo-sequence HLA-A31:01. The binding affinity (normalized) is 0.0847. (3) The peptide sequence is LLLCLIFLL. The MHC is HLA-A68:02 with pseudo-sequence HLA-A68:02. The binding affinity (normalized) is 0.215. (4) The peptide sequence is RVAAVKAPR. The MHC is HLA-A02:06 with pseudo-sequence HLA-A02:06. The binding affinity (normalized) is 0. (5) The peptide sequence is KLKSVGKAY. The MHC is HLA-B27:03 with pseudo-sequence HLA-B27:03. The binding affinity (normalized) is 0.0847. (6) The peptide sequence is GLFDFVNFV. The binding affinity (normalized) is 0. The MHC is H-2-Dd with pseudo-sequence H-2-Dd. (7) The peptide sequence is KSLTTTMQFK. The binding affinity (normalized) is 0.0847. The MHC is HLA-A25:01 with pseudo-sequence HLA-A25:01. (8) The peptide sequence is GFEARIVDK. The MHC is HLA-A03:01 with pseudo-sequence HLA-A03:01. The binding affinity (normalized) is 0.0182.